From a dataset of Forward reaction prediction with 1.9M reactions from USPTO patents (1976-2016). Predict the product of the given reaction. (1) Given the reactants [Br:1][C:2]1[N:7]2[CH:8]=[CH:9][N:10]=[C:6]2[C:5]([NH:11][C:12]2[CH:20]=[CH:19][C:15]([C:16]([OH:18])=O)=[CH:14][CH:13]=2)=[N:4][CH:3]=1.[NH2:21][CH2:22][C:23]1[CH:28]=[CH:27][C:26]([OH:29])=[CH:25][CH:24]=1.C(N(CC)C(C)C)(C)C.F[P-](F)(F)(F)(F)F.N1(OC(N(C)C)=[N+](C)C)C2N=CC=CC=2N=N1, predict the reaction product. The product is: [Br:1][C:2]1[N:7]2[CH:8]=[CH:9][N:10]=[C:6]2[C:5]([NH:11][C:12]2[CH:13]=[CH:14][C:15]([C:16]([NH:21][CH2:22][C:23]3[CH:28]=[CH:27][C:26]([OH:29])=[CH:25][CH:24]=3)=[O:18])=[CH:19][CH:20]=2)=[N:4][CH:3]=1. (2) Given the reactants [CH3:1][O:2][C:3](=[O:16])[C:4]([C:7]1[CH:12]=[CH:11][C:10]([CH2:13][CH2:14]O)=[CH:9][CH:8]=1)([CH3:6])[CH3:5].S(Cl)([Cl:19])=O.ClCCl, predict the reaction product. The product is: [CH3:1][O:2][C:3](=[O:16])[C:4]([C:7]1[CH:12]=[CH:11][C:10]([CH2:13][CH2:14][Cl:19])=[CH:9][CH:8]=1)([CH3:6])[CH3:5]. (3) Given the reactants C(OC(=O)[NH:10][C@H:11]1[CH2:15][CH2:14][C@@H:13]([N:16]([C:18]([O:20][C:21]([CH3:24])([CH3:23])[CH3:22])=[O:19])[CH3:17])[CH2:12]1)C1C=CC=CC=1, predict the reaction product. The product is: [C:21]([O:20][C:18](=[O:19])[N:16]([C@@H:13]1[CH2:14][CH2:15][C@H:11]([NH2:10])[CH2:12]1)[CH3:17])([CH3:24])([CH3:22])[CH3:23]. (4) Given the reactants C(P(C12CC3CC(CC(C3)C1)C2)C12CC3CC(CC(C3)C1)C2)CCC.Br[C:27]1[CH:28]=[C:29]([CH:31]=[C:32]([CH3:34])[CH:33]=1)[NH2:30].[OH:35][C@@H:36]([CH2:41][N:42]1[CH:46]=[C:45](B2OC(C)(C)C(C)(C)O2)[CH:44]=[N:43]1)[C:37]([O:39][CH3:40])=[O:38].[F-].[K+], predict the reaction product. The product is: [NH2:30][C:29]1[CH:28]=[C:27]([C:45]2[CH:44]=[N:43][N:42]([CH2:41][C@H:36]([OH:35])[C:37]([O:39][CH3:40])=[O:38])[CH:46]=2)[CH:33]=[C:32]([CH3:34])[CH:31]=1. (5) Given the reactants Cl[C:2]1[C:7]([Cl:8])=[CH:6][C:5]([CH2:9][O:10][Si:11]([C:14]([CH3:17])([CH3:16])[CH3:15])([CH3:13])[CH3:12])=[CH:4][N:3]=1.C([O-])([O-])=O.[K+].[K+].O1CCO[CH2:26][CH2:25]1, predict the reaction product. The product is: [Cl:8][C:7]1[C:2]([CH:25]=[CH2:26])=[N:3][CH:4]=[C:5]([CH2:9][O:10][Si:11]([C:14]([CH3:17])([CH3:16])[CH3:15])([CH3:13])[CH3:12])[CH:6]=1. (6) Given the reactants [NH2:1][C:2]1[CH:7]=[C:6]([Cl:8])[C:5]([C:9]([F:12])([F:11])[F:10])=[CH:4][C:3]=1[OH:13].CCN=C=NCCCN(C)C.[C:25](O)(=[O:32])[C:26]1[CH:31]=[CH:30][N:29]=[CH:28][CH:27]=1.N1C=CC=CC=1, predict the reaction product. The product is: [Cl:8][C:6]1[C:5]([C:9]([F:12])([F:10])[F:11])=[CH:4][C:3]([OH:13])=[C:2]([NH:1][C:25](=[O:32])[C:26]2[CH:31]=[CH:30][N:29]=[CH:28][CH:27]=2)[CH:7]=1. (7) Given the reactants [CH2:1]([O:8][C:9]1[CH:25]=[CH:24][CH:23]=[CH:22][C:10]=1[CH2:11][C:12]1[CH:21]=[CH:20][C:15]([C:16]([O:18]C)=[O:17])=[CH:14][CH:13]=1)[C:2]1[CH:7]=[CH:6][CH:5]=[CH:4][CH:3]=1.[OH-].[Na+], predict the reaction product. The product is: [CH2:1]([O:8][C:9]1[CH:25]=[CH:24][CH:23]=[CH:22][C:10]=1[CH2:11][C:12]1[CH:13]=[CH:14][C:15]([C:16]([OH:18])=[O:17])=[CH:20][CH:21]=1)[C:2]1[CH:3]=[CH:4][CH:5]=[CH:6][CH:7]=1.